Dataset: Forward reaction prediction with 1.9M reactions from USPTO patents (1976-2016). Task: Predict the product of the given reaction. (1) Given the reactants [C:1]1(=[N:7]O)[CH2:6][CH2:5][CH2:4][CH2:3][CH2:2]1.[C:9]1(=[O:16])N[CH2:14][CH2:13][CH2:12][CH2:11][CH2:10]1.C1(=NO)CCCCCCCCCCC1, predict the reaction product. The product is: [C:9]1(=[O:16])[NH:7][CH2:1][CH2:6][CH2:5][CH2:4][CH2:3][CH2:2][CH2:14][CH2:13][CH2:12][CH2:11][CH2:10]1. (2) Given the reactants [OH:1][CH2:2][C:3]1[CH:4]=[CH:5][C:6]([CH3:13])=[C:7]([NH:9][C:10](=[O:12])[CH3:11])[CH:8]=1.[H-].[Na+].Cl[CH2:17][CH2:18][CH2:19][O:20][CH3:21].[I-].[Na+], predict the reaction product. The product is: [OH:1][CH2:2][C:3]1[CH:4]=[CH:5][C:6]([CH3:13])=[C:7]([N:9]([CH2:17][CH2:18][CH2:19][O:20][CH3:21])[C:10](=[O:12])[CH3:11])[CH:8]=1. (3) Given the reactants [NH2:1][CH:2]1[C:8](=[O:9])[N:7]([CH3:10])[C:6]2[CH:11]=[CH:12][CH:13]=[CH:14][C:5]=2[C:4]2[CH:15]=[CH:16][CH:17]=[CH:18][C:3]1=2.[F:19][C:20]1[CH:21]=[C:22]([CH:33]=[C:34]([F:36])[CH:35]=1)[CH2:23][NH:24][C:25](=[O:32])[C:26]([CH3:31])([CH3:30])[C:27](O)=[O:28], predict the reaction product. The product is: [F:19][C:20]1[CH:21]=[C:22]([CH:33]=[C:34]([F:36])[CH:35]=1)[CH2:23][NH:24][C:25](=[O:32])[C:26]([CH3:31])([CH3:30])[C:27]([NH:1][CH:2]1[C:8](=[O:9])[N:7]([CH3:10])[C:6]2[CH:11]=[CH:12][CH:13]=[CH:14][C:5]=2[C:4]2[CH:15]=[CH:16][CH:17]=[CH:18][C:3]1=2)=[O:28]. (4) Given the reactants [F:1][C:2]1[CH:7]=[CH:6][C:5]([CH:8]([N:32]2[CH2:37][CH2:36][N:35]([CH:38]([CH3:40])[CH3:39])[CH2:34][CH2:33]2)[CH2:9][N:10]2[CH2:15][CH2:14][N:13]([C:16](=O)[CH2:17][CH2:18][C:19]3[CH:24]=[CH:23][CH:22]=[CH:21][C:20]=3[C:25]3[CH:30]=[CH:29][CH:28]=[CH:27][CH:26]=3)[CH2:12][CH2:11]2)=[CH:4][CH:3]=1.[H-].[Al+3].[Li+].[H-].[H-].[H-].N, predict the reaction product. The product is: [F:1][C:2]1[CH:3]=[CH:4][C:5]([CH:8]([N:32]2[CH2:33][CH2:34][N:35]([CH:38]([CH3:40])[CH3:39])[CH2:36][CH2:37]2)[CH2:9][N:10]2[CH2:15][CH2:14][N:13]([CH2:16][CH2:17][CH2:18][C:19]3[CH:24]=[CH:23][CH:22]=[CH:21][C:20]=3[C:25]3[CH:26]=[CH:27][CH:28]=[CH:29][CH:30]=3)[CH2:12][CH2:11]2)=[CH:6][CH:7]=1.